This data is from TCR-epitope binding with 47,182 pairs between 192 epitopes and 23,139 TCRs. The task is: Binary Classification. Given a T-cell receptor sequence (or CDR3 region) and an epitope sequence, predict whether binding occurs between them. The epitope is KRWIIMGLNK. The TCR CDR3 sequence is CASSYLGQGGNEQFF. Result: 0 (the TCR does not bind to the epitope).